From a dataset of Peptide-MHC class II binding affinity with 134,281 pairs from IEDB. Regression. Given a peptide amino acid sequence and an MHC pseudo amino acid sequence, predict their binding affinity value. This is MHC class II binding data. (1) The peptide sequence is MKTVGDKLEAFTVVAAKPGF. The MHC is DRB1_1502 with pseudo-sequence QEFFIASGAAVDAIMWPRFDYFDIQAATYHVGFT. The binding affinity (normalized) is 0.192. (2) The peptide sequence is GQKYFKGNFQRLAIT. The MHC is HLA-DPA10103-DPB10201 with pseudo-sequence HLA-DPA10103-DPB10201. The binding affinity (normalized) is 0.651.